This data is from Forward reaction prediction with 1.9M reactions from USPTO patents (1976-2016). The task is: Predict the product of the given reaction. Given the reactants [Cl:1][C:2]1[CH:40]=[CH:39][C:5]([CH2:6][N:7]2[C:15]3[C:10](=[CH:11][C:12]([N:16](C)[C:17](=O)OC(C)(C)C)=[CH:13][CH:14]=3)[C:9]([C:25](=[O:37])[C:26]([NH:28][C:29]3[CH:34]=[CH:33][N:32]=[C:31]([O:35][CH3:36])[CH:30]=3)=[O:27])=[C:8]2[CH3:38])=[CH:4][CH:3]=1.FC(F)(F)C(O)=O.C(=O)(O)[O-].[Na+], predict the reaction product. The product is: [Cl:1][C:2]1[CH:3]=[CH:4][C:5]([CH2:6][N:7]2[C:15]3[C:10](=[CH:11][C:12]([NH:16][CH3:17])=[CH:13][CH:14]=3)[C:9]([C:25](=[O:37])[C:26]([NH:28][C:29]3[CH:34]=[CH:33][N:32]=[C:31]([O:35][CH3:36])[CH:30]=3)=[O:27])=[C:8]2[CH3:38])=[CH:39][CH:40]=1.